Task: Predict the product of the given reaction.. Dataset: Forward reaction prediction with 1.9M reactions from USPTO patents (1976-2016) (1) The product is: [CH3:27][C:28]1[N:29]([CH2:1][CH:2]2[C:14](=[O:15])[C:13]3[C:12]4[C:7](=[CH:8][CH:9]=[CH:10][CH:11]=4)[N:6]([CH2:16][C:17]4[CH:18]=[CH:19][C:20]([C:21]([O:23][CH3:24])=[O:22])=[CH:25][CH:26]=4)[C:5]=3[CH2:4][CH2:3]2)[CH:30]=[CH:31][N:32]=1. Given the reactants [CH2:1]=[C:2]1[C:14](=[O:15])[C:13]2[C:12]3[C:7](=[CH:8][CH:9]=[CH:10][CH:11]=3)[N:6]([CH2:16][C:17]3[CH:26]=[CH:25][C:20]([C:21]([O:23][CH3:24])=[O:22])=[CH:19][CH:18]=3)[C:5]=2[CH2:4][CH2:3]1.[CH3:27][C:28]1[NH:29][CH:30]=[CH:31][N:32]=1, predict the reaction product. (2) Given the reactants [CH3:1][C:2]1[N:6]([CH2:7][CH2:8][CH2:9][NH2:10])[CH:5]=[N:4][CH:3]=1.[N:11]([C:14]1[CH:19]=[C:18]([O:20][CH3:21])[CH:17]=[C:16]([O:22][CH3:23])[CH:15]=1)=[C:12]=[S:13], predict the reaction product. The product is: [CH3:23][O:22][C:16]1[CH:15]=[C:14]([NH:11][C:12]([NH:10][CH2:9][CH2:8][CH2:7][N:6]2[C:2]([CH3:1])=[CH:3][N:4]=[CH:5]2)=[S:13])[CH:19]=[C:18]([O:20][CH3:21])[CH:17]=1. (3) Given the reactants [BH4-].[Na+].[CH2:3]([N:10]1[CH2:15][CH2:14][C:13](=[O:16])[CH:12]([CH2:17][CH2:18][CH2:19][CH3:20])[CH2:11]1)[C:4]1[CH:9]=[CH:8][CH:7]=[CH:6][CH:5]=1, predict the reaction product. The product is: [CH2:3]([N:10]1[CH2:15][CH2:14][CH:13]([OH:16])[CH:12]([CH2:17][CH2:18][CH2:19][CH3:20])[CH2:11]1)[C:4]1[CH:5]=[CH:6][CH:7]=[CH:8][CH:9]=1. (4) Given the reactants [CH3:1][C:2]1[NH:6][N:5]=[C:4]([NH:7][C:8]2[CH:13]=[C:12]([N:14]3[CH2:19][CH2:18][N:17]([C:20]4[CH:25]=[CH:24][N:23]=[CH:22][CH:21]=4)[CH2:16][CH2:15]3)[N:11]=[C:10]([CH:26]=[CH:27][C:28]3[CH:33]=[CH:32][CH:31]=[CH:30][CH:29]=3)[N:9]=2)[CH:3]=1.N1C=CC(N2CCNCC2)=CC=1, predict the reaction product. The product is: [CH3:1][C:2]1[NH:6][N:5]=[C:4]([NH:7][C:8]2[CH:13]=[C:12]([N:14]3[CH2:15][CH2:16][N:17]([C:20]4[CH:25]=[CH:24][N:23]=[CH:22][CH:21]=4)[CH2:18][CH2:19]3)[N:11]=[C:10](/[CH:26]=[CH:27]/[C:28]3[CH:33]=[CH:32][CH:31]=[CH:30][CH:29]=3)[N:9]=2)[CH:3]=1. (5) Given the reactants [C:1](=O)([O-:3])[O-:2].[K+].[K+].Cl[C:8]1[CH:9]=[C:10]2[CH2:16][N:15]([C:17]([O:19][C:20]([CH3:23])([CH3:22])[CH3:21])=[O:18])[C@@H:14]([CH2:24][CH3:25])[C:11]2=[N:12][CH:13]=1.C(O)CCC, predict the reaction product. The product is: [C:20]([O:19][C:17]([N:15]1[CH2:16][C:10]2[C:11](=[N:12][CH:13]=[C:8]([C:1]([OH:3])=[O:2])[CH:9]=2)[C@@H:14]1[CH2:24][CH3:25])=[O:18])([CH3:23])([CH3:22])[CH3:21]. (6) Given the reactants C([O:5]O)(C)(C)C.[Cl:7][C:8]1[CH:13]=[C:12]([S:14]([C:17]2[CH:22]=[CH:21][C:20]([S:23][CH3:24])=[CH:19][CH:18]=2)(=[O:16])=[O:15])[CH:11]=[CH:10][C:9]=1[NH:25][C:26](=[O:34])[C@:27]([OH:33])([CH3:32])[C:28]([F:31])([F:30])[F:29], predict the reaction product. The product is: [Cl:7][C:8]1[CH:13]=[C:12]([S:14]([C:17]2[CH:22]=[CH:21][C:20]([S:23]([CH3:24])=[O:5])=[CH:19][CH:18]=2)(=[O:15])=[O:16])[CH:11]=[CH:10][C:9]=1[NH:25][C:26](=[O:34])[C@:27]([OH:33])([CH3:32])[C:28]([F:30])([F:31])[F:29]. (7) Given the reactants [C:1]1([CH3:8])[C:6]([OH:7])=[CH:5][CH:4]=[CH:3][CH:2]=1.[S-:9][C:10]#[N:11].[Na+].[Br-].[Na+].BrBr.C(=O)(O)[O-].[Na+], predict the reaction product. The product is: [CH3:8][C:1]1[CH:2]=[C:3]([S:9][C:10]#[N:11])[CH:4]=[CH:5][C:6]=1[OH:7]. (8) Given the reactants [CH:1]1([NH:4][C:5]([NH:7][C:8](=[O:19])[C:9]2[CH:14]=[C:13]([F:15])[C:12]([I:16])=[C:11]([CH3:17])[C:10]=2F)=[O:6])[CH2:3][CH2:2]1.[H-].[Na+].Cl, predict the reaction product. The product is: [CH:1]1([N:4]2[C:10]3[C:9](=[CH:14][C:13]([F:15])=[C:12]([I:16])[C:11]=3[CH3:17])[C:8](=[O:19])[NH:7][C:5]2=[O:6])[CH2:3][CH2:2]1. (9) Given the reactants [F:1][C:2]([F:41])([F:40])[C:3]1[CH:4]=[C:5]([C@H:13]([O:15][C@H:16]2[CH2:24][N:23]3[C@@H:18]([CH2:19][CH:20]([N:26]4[CH2:31][CH2:30][C:29](=[O:32])[CH2:28][CH2:27]4)[CH2:21][C:22]3=[O:25])[C@@H:17]2[C:33]2[CH:38]=[CH:37][C:36]([F:39])=[CH:35][CH:34]=2)[CH3:14])[CH:6]=[C:7]([C:9]([F:12])([F:11])[F:10])[CH:8]=1.[CH3:42][Mg+].[Br-], predict the reaction product. The product is: [F:41][C:2]([F:1])([F:40])[C:3]1[CH:4]=[C:5]([C@H:13]([O:15][C@H:16]2[CH2:24][N:23]3[C@@H:18]([CH2:19][CH:20]([N:26]4[CH2:27][CH2:28][C:29]([OH:32])([CH3:42])[CH2:30][CH2:31]4)[CH2:21][C:22]3=[O:25])[C@@H:17]2[C:33]2[CH:38]=[CH:37][C:36]([F:39])=[CH:35][CH:34]=2)[CH3:14])[CH:6]=[C:7]([C:9]([F:11])([F:12])[F:10])[CH:8]=1.